Dataset: Catalyst prediction with 721,799 reactions and 888 catalyst types from USPTO. Task: Predict which catalyst facilitates the given reaction. (1) Reactant: C(OC([N:8]1[CH2:13][CH2:12][CH:11]([N:14]2[CH:18]=[C:17]([C:19]3[CH:20]=[CH:21][C:22]4[N:23]([C:25]([CH2:28][C:29]5[C:30]([F:40])=[C:31]6[C:36](=[CH:37][C:38]=5[F:39])[N:35]=[CH:34][CH:33]=[CH:32]6)=[CH:26][N:27]=4)[N:24]=3)[CH:16]=[N:15]2)[CH2:10][CH2:9]1)=O)(C)(C)C.C(O)(C(F)(F)F)=O. Product: [F:40][C:30]1[C:29]([CH2:28][C:25]2[N:23]3[N:24]=[C:19]([C:17]4[CH:16]=[N:15][N:14]([CH:11]5[CH2:12][CH2:13][NH:8][CH2:9][CH2:10]5)[CH:18]=4)[CH:20]=[CH:21][C:22]3=[N:27][CH:26]=2)=[C:38]([F:39])[CH:37]=[C:36]2[C:31]=1[CH:32]=[CH:33][CH:34]=[N:35]2. The catalyst class is: 2. (2) Reactant: [Cl:1][C:2]1[CH:7]=[C:6]([O:8][CH3:9])[C:5](I)=[CH:4][C:3]=1[C:11]1[CH:16]=[CH:15][CH:14]=[C:13]([F:17])[CH:12]=1.[B:18](OC(C)C)([O:23]C(C)C)[O:19]C(C)C.C([Li])CCC. Product: [Cl:1][C:2]1[C:3]([C:11]2[CH:16]=[CH:15][CH:14]=[C:13]([F:17])[CH:12]=2)=[CH:4][C:5]([B:18]([OH:23])[OH:19])=[C:6]([O:8][CH3:9])[CH:7]=1. The catalyst class is: 1. (3) Reactant: C(O[C:6]([CH:8]1[NH:13][CH2:12][C:11]2[O:14][C:15]([C:17]([N:19]3[CH2:24][CH2:23][N:22]([S:25]([C:28]4[NH:29][C:30]5[C:35]([CH:36]=4)=[CH:34][C:33]([Cl:37])=[CH:32][CH:31]=5)(=[O:27])=[O:26])[CH2:21][CH2:20]3)=[O:18])=[N:16][C:10]=2[CH2:9]1)=O)(C)(C)C.FC(F)(F)C(O)=O.Cl.O1CCCC1. Product: [ClH:37].[Cl:37][C:33]1[CH:34]=[C:35]2[C:30](=[CH:31][CH:32]=1)[NH:29][C:28]([S:25]([N:22]1[CH2:23][CH2:24][N:19]([C:17]([C:15]3[O:14][C:11]4[CH2:12][NH:13][CH:8]([CH3:6])[CH2:9][C:10]=4[N:16]=3)=[O:18])[CH2:20][CH2:21]1)(=[O:27])=[O:26])=[CH:36]2. The catalyst class is: 61. (4) Reactant: [NH2:1][C:2]1[N:10]=[CH:9][N:8]=[C:7]2[C:3]=1[N:4]=[CH:5][N:6]2[C@H:11]1[C@@H:15]2[O:16]C(C)(C)[O:18][C@@H:14]2[C@@H:13]([CH2:21][N:22]([CH:41]([CH3:43])[CH3:42])[CH2:23][CH2:24][CH2:25][NH:26][C:27]([NH:29][C:30]2[CH:35]=[CH:34][C:33]([Cl:36])=[C:32]([C:37]([F:40])([F:39])[F:38])[CH:31]=2)=[O:28])[O:12]1.C([O-])([O-])=O.[K+].[K+].O. Product: [NH2:1][C:2]1[N:10]=[CH:9][N:8]=[C:7]2[C:3]=1[N:4]=[CH:5][N:6]2[C@@H:11]1[O:12][C@H:13]([CH2:21][N:22]([CH:41]([CH3:43])[CH3:42])[CH2:23][CH2:24][CH2:25][NH:26][C:27]([NH:29][C:30]2[CH:35]=[CH:34][C:33]([Cl:36])=[C:32]([C:37]([F:38])([F:40])[F:39])[CH:31]=2)=[O:28])[C@@H:14]([OH:18])[C@H:15]1[OH:16]. The catalyst class is: 67. (5) Reactant: [NH2:1][C:2]1[C:3]([N+:12]([O-:14])=[O:13])=[C:4]([CH:8]=[C:9]([Cl:11])[CH:10]=1)[C:5]([OH:7])=[O:6].[CH3:15]N(C(ON1N=NC2C=CC=NC1=2)=[N+](C)C)C.F[P-](F)(F)(F)(F)F.C[NH3+].F[P-](F)(F)(F)(F)F.N1(OC(N(C)C)=[N+](C)C)C2N=CC=CC=2N=N1.F[P-](F)(F)(F)(F)F.CCN(CC)CC. Product: [NH2:1][C:2]1[C:3]([N+:12]([O-:14])=[O:13])=[C:4]([CH:8]=[C:9]([Cl:11])[CH:10]=1)[C:5]([O:7][CH3:15])=[O:6]. The catalyst class is: 92.